Task: Predict the reaction yield, written as a fraction of the theoretical maximum amount of product (1.0 means a 100% yield; for example, 0.34 means a 34% yield).. Dataset: Reaction yield outcomes from USPTO patents with 853,638 reactions (1) The reactants are [N:1]12[CH2:8][CH2:7][C:4]([C:9]([C:17]3[CH:22]=[CH:21][CH:20]=[CH:19][CH:18]=3)([C:11]3[CH:16]=[CH:15][CH:14]=[CH:13][CH:12]=3)[OH:10])([CH2:5][CH2:6]1)[CH2:3][CH2:2]2.[Br:23][CH2:24][CH2:25][C:26]1[CH:31]=[CH:30][CH:29]=[CH:28][CH:27]=1. The catalyst is CC#N.C(Cl)Cl.CO.CS(C)=O. The product is [Br-:23].[OH:10][C:9]([C:17]1[CH:22]=[CH:21][CH:20]=[CH:19][CH:18]=1)([C:11]1[CH:12]=[CH:13][CH:14]=[CH:15][CH:16]=1)[C:4]12[CH2:5][CH2:6][N+:1]([CH2:24][CH2:25][C:26]3[CH:31]=[CH:30][CH:29]=[CH:28][CH:27]=3)([CH2:2][CH2:3]1)[CH2:8][CH2:7]2. The yield is 0.486. (2) The reactants are [CH2:1]([N:8]1[CH:16]=[C:15]2[C:10]([CH:11]=[C:12]([C:17]3[CH:18]=[C:19]([CH2:27][CH2:28][CH2:29][CH2:30][O:31][Si](C(C)(C)C)(C)C)[N:20]4[C:25]=3[C:24]([NH2:26])=[N:23][CH:22]=[N:21]4)[CH:13]=[CH:14]2)=[N:9]1)[C:2]1[CH:7]=[CH:6][CH:5]=[CH:4][CH:3]=1.Cl.C([O-])(O)=O.[Na+]. The catalyst is C(O)C. The product is [NH2:26][C:24]1[C:25]2=[C:17]([C:12]3[CH:13]=[CH:14][C:15]4[C:10]([CH:11]=3)=[N:9][N:8]([CH2:1][C:2]3[CH:7]=[CH:6][CH:5]=[CH:4][CH:3]=3)[CH:16]=4)[CH:18]=[C:19]([CH2:27][CH2:28][CH2:29][CH2:30][OH:31])[N:20]2[N:21]=[CH:22][N:23]=1. The yield is 0.970. (3) The reactants are [F:1][C:2]1[CH:7]=[CH:6][C:5]([NH:8][C:9]([C:11]2([C:14]([NH:16][C:17]3[CH:22]=[CH:21][C:20]([O:23][C:24]4[C:33]5[C:28](=[CH:29][C:30]([O:35][CH3:36])=[C:31]([OH:34])[CH:32]=5)[N:27]=[CH:26][N:25]=4)=[C:19]([F:37])[CH:18]=3)=[O:15])[CH2:13][CH2:12]2)=[O:10])=[CH:4][CH:3]=1.C1C=CC(P(C2C=CC=CC=2)C2C=CC=CC=2)=CC=1.[N:57]1([CH2:63][CH2:64][CH2:65]O)[CH2:62][CH2:61][O:60][CH2:59][CH2:58]1.CCOC(/N=N/C(OCC)=O)=O. The catalyst is C(Cl)Cl. The product is [F:1][C:2]1[CH:3]=[CH:4][C:5]([NH:8][C:9]([C:11]2([C:14]([NH:16][C:17]3[CH:22]=[CH:21][C:20]([O:23][C:24]4[C:33]5[C:28](=[CH:29][C:30]([O:35][CH3:36])=[C:31]([O:34][CH2:65][CH2:64][CH2:63][N:57]6[CH2:62][CH2:61][O:60][CH2:59][CH2:58]6)[CH:32]=5)[N:27]=[CH:26][N:25]=4)=[C:19]([F:37])[CH:18]=3)=[O:15])[CH2:13][CH2:12]2)=[O:10])=[CH:6][CH:7]=1. The yield is 0.100. (4) The catalyst is C1(C)C=CC=CC=1. The product is [CH3:24][Si:23]([N:1]([Si:23]([CH3:26])([CH3:25])[CH3:24])[C:2]1[CH:3]=[CH:4][C:5]([C:8]#[N:9])=[N:6][CH:7]=1)([CH3:26])[CH3:25]. The reactants are [NH2:1][C:2]1[CH:3]=[CH:4][C:5]([C:8]#[N:9])=[N:6][CH:7]=1.C(N(CC)CC)C.FC(F)(F)S(O[Si:23]([CH3:26])([CH3:25])[CH3:24])(=O)=O. The yield is 0.640. (5) The yield is 0.460. The reactants are Br[C:2]1[CH:3]=[N:4][CH:5]=[CH:6][C:7]=1[N:8]1[CH2:13][CH2:12][CH:11]([C:14]([NH2:16])=[O:15])[CH2:10][CH2:9]1.[NH:17]1[CH:21]=[C:20](B(O)O)[CH:19]=[N:18]1.C(=O)([O-])[O-].[Na+].[Na+]. The catalyst is C1C=CC([P]([Pd]([P](C2C=CC=CC=2)(C2C=CC=CC=2)C2C=CC=CC=2)([P](C2C=CC=CC=2)(C2C=CC=CC=2)C2C=CC=CC=2)[P](C2C=CC=CC=2)(C2C=CC=CC=2)C2C=CC=CC=2)(C2C=CC=CC=2)C2C=CC=CC=2)=CC=1.C(#N)C. The product is [NH:17]1[CH:21]=[C:20]([C:2]2[CH:3]=[N:4][CH:5]=[CH:6][C:7]=2[N:8]2[CH2:13][CH2:12][CH:11]([C:14]([NH2:16])=[O:15])[CH2:10][CH2:9]2)[CH:19]=[N:18]1. (6) The reactants are [CH2:1]([C:3]1[CH:4]=[C:5]2[C:9](=[CH:10][CH:11]=1)[N:8]([CH2:12][C:13]([O:15][CH3:16])=[O:14])[C:7]([C:17]([O:19]CC1C=CC=CC=1)=[O:18])=[CH:6]2)[CH3:2].C1CCCCC=1. The catalyst is C(O)C.[Pd]. The product is [CH2:1]([C:3]1[CH:4]=[C:5]2[C:9](=[CH:10][CH:11]=1)[N:8]([CH2:12][C:13]([O:15][CH3:16])=[O:14])[C:7]([C:17]([OH:19])=[O:18])=[CH:6]2)[CH3:2]. The yield is 0.900.